This data is from Full USPTO retrosynthesis dataset with 1.9M reactions from patents (1976-2016). The task is: Predict the reactants needed to synthesize the given product. (1) Given the product [F:37][C:32]1[CH:31]=[C:30]([O:29][C:27](=[O:28])[N:9]([C@H:10]2[CH2:11][CH2:12][C@H:13]([CH2:16][CH2:17][CH2:18][CH2:19][CH2:20][N:40]([CH2:38][CH3:39])[CH2:41][CH2:42][OH:43])[CH2:14][CH2:15]2)[CH3:8])[CH:35]=[C:34]([F:36])[CH:33]=1, predict the reactants needed to synthesize it. The reactants are: FC(F)(F)C(O)=O.[CH3:8][NH:9][C@H:10]1[CH2:15][CH2:14][C@H:13]([CH2:16][CH2:17][CH2:18][CH2:19][CH2:20]OS(C)(=O)=O)[CH2:12][CH2:11]1.Cl[C:27]([O:29][C:30]1[CH:35]=[C:34]([F:36])[CH:33]=[C:32]([F:37])[CH:31]=1)=[O:28].[CH2:38]([NH:40][CH2:41][CH2:42][OH:43])[CH3:39]. (2) Given the product [OH:7][C:8]1[C:13]([CH3:14])=[C:12]([O:15][CH2:23][CH2:24][CH2:25][CH2:26][O:27][C:28]2[CH:33]=[CH:32][CH:31]=[CH:30][CH:29]=2)[CH:11]=[CH:10][C:9]=1[C:16](=[O:21])[CH2:17][CH:18]([CH3:19])[CH3:20], predict the reactants needed to synthesize it. The reactants are: C(=O)([O-])[O-].[K+].[K+].[OH:7][C:8]1[C:13]([CH3:14])=[C:12]([OH:15])[CH:11]=[CH:10][C:9]=1[C:16](=[O:21])[CH2:17][CH:18]([CH3:20])[CH3:19].Br[CH2:23][CH2:24][CH2:25][CH2:26][O:27][C:28]1[CH:33]=[CH:32][CH:31]=[CH:30][CH:29]=1.